Dataset: Catalyst prediction with 721,799 reactions and 888 catalyst types from USPTO. Task: Predict which catalyst facilitates the given reaction. (1) Reactant: [C:1]([O:5][C:6](=[O:45])[CH2:7][CH2:8][C:9]1[CH:14]=[CH:13][C:12]([O:15][Si](C(C)(C)C)(C2C=CC=CC=2)C2C=CC=CC=2)=[CH:11][C:10]=1[CH2:33][O:34][C:35]1[CH:40]=[CH:39][C:38]([C:41]([F:44])([F:43])[F:42])=[CH:37][CH:36]=1)([CH3:4])([CH3:3])[CH3:2].[F-].C([N+](CCCC)(CCCC)CCCC)CCC. Product: [C:1]([O:5][C:6](=[O:45])[CH2:7][CH2:8][C:9]1[CH:14]=[CH:13][C:12]([OH:15])=[CH:11][C:10]=1[CH2:33][O:34][C:35]1[CH:40]=[CH:39][C:38]([C:41]([F:43])([F:44])[F:42])=[CH:37][CH:36]=1)([CH3:4])([CH3:2])[CH3:3]. The catalyst class is: 1. (2) The catalyst class is: 11. Product: [F:16][C:15]1[C:7]2[CH:6]=[CH:5][CH2:11][CH2:10][CH2:9][C:8]=2[CH:12]=[C:13]([N:17]2[CH2:21][C@H:20]([CH2:22][NH:23][C:24](=[O:26])[CH3:25])[O:19][C:18]2=[O:27])[CH:14]=1. Reactant: CN(C=[C:5]1[CH2:11][CH2:10][CH2:9][C:8]2[CH:12]=[C:13]([N:17]3[CH2:21][C@H:20]([CH2:22][NH:23][C:24](=[O:26])[CH3:25])[O:19][C:18]3=[O:27])[CH:14]=[C:15]([F:16])[C:7]=2[C:6]1=O)C.C1(C)C=CC(S(O)(=O)=O)=CC=1. (3) Reactant: [O:1]1[C:5]([NH2:6])=[CH:4][CH:3]=[N:2]1.N1C=CC=CC=1.Cl[C:14]([O:16][CH2:17][C:18]([Cl:21])([Cl:20])[Cl:19])=[O:15]. Product: [O:1]1[C:5]([NH:6][C:14](=[O:15])[O:16][CH2:17][C:18]([Cl:21])([Cl:20])[Cl:19])=[CH:4][CH:3]=[N:2]1. The catalyst class is: 7. (4) Reactant: [O:1]=[C:2]1[C:6]2([CH2:11][CH2:10][N:9]([CH2:12][CH2:13][CH2:14][N:15]3[C:19]4[CH:20]=[CH:21][CH:22]=[CH:23][C:18]=4[NH:17][C:16]3=[O:24])[CH2:8][CH2:7]2)[N:5]([C:25]2[CH:30]=[CH:29][CH:28]=[CH:27][CH:26]=2)[CH2:4][N:3]1[CH:31]([C:39]1[CH:44]=[CH:43][CH:42]=[CH:41][CH:40]=1)[CH2:32][CH2:33][CH2:34][C:35]([O:37]C)=[O:36].O.[OH-].[Li+]. Product: [O:1]=[C:2]1[C:6]2([CH2:7][CH2:8][N:9]([CH2:12][CH2:13][CH2:14][N:15]3[C:19]4[CH:20]=[CH:21][CH:22]=[CH:23][C:18]=4[NH:17][C:16]3=[O:24])[CH2:10][CH2:11]2)[N:5]([C:25]2[CH:26]=[CH:27][CH:28]=[CH:29][CH:30]=2)[CH2:4][N:3]1[CH:31]([C:39]1[CH:40]=[CH:41][CH:42]=[CH:43][CH:44]=1)[CH2:32][CH2:33][CH2:34][C:35]([OH:37])=[O:36]. The catalyst class is: 24. (5) Reactant: [F:1][C:2]1([F:32])[O:6][C:5]2[CH:7]=[CH:8][C:9]([C:11]3([C:14]([NH:16][C:17]4[N:22]=[C:21]([C:23]5[C:24]([OH:30])=[N:25][CH:26]=[C:27]([CH3:29])[CH:28]=5)[C:20]([CH3:31])=[CH:19][CH:18]=4)=[O:15])[CH2:13][CH2:12]3)=[CH:10][C:4]=2[O:3]1.C([O-])([O-])=O.[K+].[K+].Cl[CH2:40][C:41]([O:43][CH3:44])=[O:42]. Product: [F:32][C:2]1([F:1])[O:6][C:5]2[CH:7]=[CH:8][C:9]([C:11]3([C:14]([NH:16][C:17]4[N:22]=[C:21]([C:23]5[C:24](=[O:30])[N:25]([CH2:40][C:41]([O:43][CH3:44])=[O:42])[CH:26]=[C:27]([CH3:29])[CH:28]=5)[C:20]([CH3:31])=[CH:19][CH:18]=4)=[O:15])[CH2:13][CH2:12]3)=[CH:10][C:4]=2[O:3]1.[F:32][C:2]1([F:1])[O:6][C:5]2[CH:7]=[CH:8][C:9]([C:11]3([C:14]([NH:16][C:17]4[N:22]=[C:21]([C:23]5[C:24]([O:30][CH2:40][C:41]([O:43][CH3:44])=[O:42])=[N:25][CH:26]=[C:27]([CH3:29])[CH:28]=5)[C:20]([CH3:31])=[CH:19][CH:18]=4)=[O:15])[CH2:13][CH2:12]3)=[CH:10][C:4]=2[O:3]1. The catalyst class is: 3.